From a dataset of Reaction yield outcomes from USPTO patents with 853,638 reactions. Predict the reaction yield, written as a fraction of the theoretical maximum amount of product (1.0 means a 100% yield; for example, 0.34 means a 34% yield). The reactants are [C:1]([O:5][C:6]([N:8]1[CH2:13][CH2:12][CH:11]([CH2:14][NH:15][C:16]2[C:21]([N+:22]([O-:24])=[O:23])=[CH:20][N:19]=[C:18](Cl)[CH:17]=2)[CH2:10][CH2:9]1)=[O:7])([CH3:4])([CH3:3])[CH3:2].[F:26][C:27]([F:38])([F:37])[O:28][C:29]1[CH:36]=[CH:35][CH:34]=[CH:33][C:30]=1[CH2:31][NH2:32].C(N(C(C)C)CC)(C)C. The catalyst is CC(N(C)C)=O. The product is [C:1]([O:5][C:6]([N:8]1[CH2:13][CH2:12][CH:11]([CH2:14][NH:15][C:16]2[C:21]([N+:22]([O-:24])=[O:23])=[CH:20][N:19]=[C:18]([NH:32][CH2:31][C:30]3[CH:33]=[CH:34][CH:35]=[CH:36][C:29]=3[O:28][C:27]([F:26])([F:37])[F:38])[CH:17]=2)[CH2:10][CH2:9]1)=[O:7])([CH3:4])([CH3:3])[CH3:2]. The yield is 0.640.